Dataset: hERG Central: cardiac toxicity at 1µM, 10µM, and general inhibition. Task: Predict hERG channel inhibition at various concentrations. (1) The molecule is CCOC(=O)c1cnc2ccc(OC)cc2c1NCCc1ccc(OC)c(OC)c1. Results: hERG_inhib (hERG inhibition (general)): blocker. (2) The drug is Cc1nc(N2CCN(C(=O)c3ccco3)CC2)c2c3c(sc2n1)CCC3. Results: hERG_inhib (hERG inhibition (general)): blocker.